Dataset: Reaction yield outcomes from USPTO patents with 853,638 reactions. Task: Predict the reaction yield, written as a fraction of the theoretical maximum amount of product (1.0 means a 100% yield; for example, 0.34 means a 34% yield). (1) The reactants are [O:1]1[CH2:5][CH2:4][C@H:3]([OH:6])[CH2:2]1.O[C:8]1[CH:17]=[CH:16][C:11]([C:12]([O:14][CH3:15])=[O:13])=[CH:10][C:9]=1[O:18][CH3:19].C1(P(C2C=CC=CC=2)C2C=CC=CC=2)C=CC=CC=1.CC(OC(/N=N/C(OC(C)C)=O)=O)C. The catalyst is C1COCC1. The product is [CH3:19][O:18][C:9]1[CH:10]=[C:11]([CH:16]=[CH:17][C:8]=1[O:6][C@@H:3]1[CH2:4][CH2:5][O:1][CH2:2]1)[C:12]([O:14][CH3:15])=[O:13]. The yield is 0.840. (2) The reactants are [C:1]([C:3]([CH3:18])([O:5][C:6]1[CH:15]=[CH:14][C:9]([C:10]([O:12]C)=[O:11])=[C:8]([O:16][CH3:17])[CH:7]=1)[CH3:4])#[N:2].[OH-].[Li+]. The catalyst is O1CCCC1.O. The product is [C:1]([C:3]([CH3:18])([O:5][C:6]1[CH:15]=[CH:14][C:9]([C:10]([OH:12])=[O:11])=[C:8]([O:16][CH3:17])[CH:7]=1)[CH3:4])#[N:2]. The yield is 0.780. (3) The reactants are [F:1][C:2]1[CH:8]=[CH:7][C:5]([NH2:6])=[C:4]([N+:9]([O-:11])=[O:10])[CH:3]=1.[Br:12]Br. The catalyst is ClCCl.C(O)(=O)C. The product is [Br:12][C:7]1[CH:8]=[C:2]([F:1])[CH:3]=[C:4]([N+:9]([O-:11])=[O:10])[C:5]=1[NH2:6]. The yield is 0.760. (4) The reactants are [Br:1][C:2]1[CH:3]=[C:4]2[C:9](=C[CH:11]=1)[NH:8][C:7](=[O:12])[CH2:6][NH:5]2.[H-].[Na+].[Cl:15][C:16]1[C:23]([F:24])=[CH:22][CH:21]=[C:20]([F:25])[C:17]=1[CH2:18]Br.C[N:27](C=O)C. No catalyst specified. The product is [Br:1][C:2]1[CH:11]=[N:27][C:9]2[NH:8][C:7](=[O:12])[CH2:6][N:5]([CH2:18][C:17]3[C:20]([F:25])=[CH:21][CH:22]=[C:23]([F:24])[C:16]=3[Cl:15])[C:4]=2[CH:3]=1. The yield is 0.710. (5) The reactants are [CH2:1]([C:5]1[N:10]([CH2:11][C:12]2[CH:17]=[CH:16][C:15]([C:18]3[CH:23]=[CH:22][CH:21]=[CH:20][C:19]=3[C:24]3[NH:28][C:27](=[O:29])[O:26][N:25]=3)=[CH:14][CH:13]=2)[C:9](=[O:30])[C:8]([CH:31]([OH:38])[C:32]2[CH:37]=[CH:36][CH:35]=[CH:34][CH:33]=2)=[C:7]([CH3:39])[N:6]=1)[CH2:2][CH2:3][CH3:4].CC(OI1(OC(C)=O)(OC(C)=O)OC(=O)C2C1=CC=CC=2)=O.C(OCC)(=O)C.S([O-])([O-])(=O)=S.[Na+].[Na+]. The catalyst is ClCCl.O. The product is [C:31]([C:8]1[C:9](=[O:30])[N:10]([CH2:11][C:12]2[CH:17]=[CH:16][C:15]([C:18]3[CH:23]=[CH:22][CH:21]=[CH:20][C:19]=3[C:24]3[NH:28][C:27](=[O:29])[O:26][N:25]=3)=[CH:14][CH:13]=2)[C:5]([CH2:1][CH2:2][CH2:3][CH3:4])=[N:6][C:7]=1[CH3:39])(=[O:38])[C:32]1[CH:37]=[CH:36][CH:35]=[CH:34][CH:33]=1. The yield is 0.700. (6) The reactants are [Br:1][C:2]1[CH:3]=[C:4]([CH:9]=[CH:10][CH:11]=1)[C:5](OC)=[O:6].O.[NH2:13][NH2:14]. The catalyst is C(O)C. The product is [Br:1][C:2]1[CH:3]=[C:4]([CH:9]=[CH:10][CH:11]=1)[C:5]([NH:13][NH2:14])=[O:6]. The yield is 0.900. (7) The product is [C:37]([C:35]1[N:36]=[C:32]([C:11]2[CH:10]=[C:9]([O:22][C@@H:23]([C@H:25]3[CH2:29][NH:28][C:27](=[O:30])[CH2:26]3)[CH3:24])[C:8]3[N:4]([CH:1]4[CH2:3][CH2:2]4)[CH:5]=[N:6][C:7]=3[CH:12]=2)[S:33][CH:34]=1)([CH3:40])([CH3:39])[CH3:38]. The reactants are [CH:1]1([N:4]2[C:8]3[C:9]([O:22][C@@H:23]([C@H:25]4[CH2:29][NH:28][C:27](=[O:30])[CH2:26]4)[CH3:24])=[CH:10][C:11](B4OC(C)(C)C(C)(C)O4)=[CH:12][C:7]=3[N:6]=[CH:5]2)[CH2:3][CH2:2]1.Br[C:32]1[S:33][CH:34]=[C:35]([C:37]([CH3:40])([CH3:39])[CH3:38])[N:36]=1.C([O-])([O-])=O.[Na+].[Na+].N#N. The yield is 0.359. The catalyst is C1C=CC([P]([Pd]([P](C2C=CC=CC=2)(C2C=CC=CC=2)C2C=CC=CC=2)([P](C2C=CC=CC=2)(C2C=CC=CC=2)C2C=CC=CC=2)[P](C2C=CC=CC=2)(C2C=CC=CC=2)C2C=CC=CC=2)(C2C=CC=CC=2)C2C=CC=CC=2)=CC=1.C(Cl)Cl.COCCOC.